This data is from Peptide-MHC class I binding affinity with 185,985 pairs from IEDB/IMGT. The task is: Regression. Given a peptide amino acid sequence and an MHC pseudo amino acid sequence, predict their binding affinity value. This is MHC class I binding data. The peptide sequence is KSVLDIISSK. The MHC is HLA-A68:01 with pseudo-sequence HLA-A68:01. The binding affinity (normalized) is 0.484.